This data is from Experimentally validated miRNA-target interactions with 360,000+ pairs, plus equal number of negative samples. The task is: Binary Classification. Given a miRNA mature sequence and a target amino acid sequence, predict their likelihood of interaction. (1) The miRNA is mmu-miR-9-5p with sequence UCUUUGGUUAUCUAGCUGUAUGA. Result: 1 (interaction). The protein sequence of the target gene is MKCEHCTRKECSKKSKTDDQENVSSDGAQPSDGASPAKESEEKGEFHKLADAKIFLSDCLACDSCVTVEEGVQLSQQSAKDFLHVLNLNKRCDTSKHRVLVVSVCPQSLPYFAAKFNLSVTDASRRLCGFLKSLGVHYVFDTTIAADFSILESQKEFVRRYHQHSEEQRELPMLTSACPGWVRYAERVLGRPIIPYLCTAKSPQQVMGSLVKDYFARQQNLSPEKIFHVVVAPCYDKKLEALREGLSTTLNGARGTDCVLTSGEIAQIMEQSDLSVKDIAVDTLFGDMKEVAVQRHDGVS.... (2) Result: 0 (no interaction). The miRNA is hsa-miR-4671-3p with sequence UUAGUGCAUAGUCUUUGGUCU. The protein sequence of the target gene is MTLEGLYLARGPLARLLLAWSALLCMAGGQGRWDGALEAAGPGRVRRRGSPGILQGPNVCGSRFHAYCCPGWRTFPGRSQCVVPICRRACGEGFCSQPNLCTCADGTLAPSCGVSRGSGCSVSCMNGGTCRGASCLCQKGYTGTVCGQPICDRGCHNGGRCIGPNRCACVYGFMGPQCERDYRTGPCFGQVGPEGCQHQLTGLVCTKALCCATVGRAWGLPCELCPAQPHPCRRGFIPNIHTGACQDVDECQAVPGLCQGGSCVNMVGSFHCRCPVGHRLSDSSAACEDYRAGACFSVLF.... (3) The miRNA is mmu-miR-202-5p with sequence UUCCUAUGCAUAUACUUCUUU. The protein sequence of the target gene is MDIYDTQTLGVVVFGGFMVVSAIGIFLVSTFSMKETSYEEALANQRKEMAKTHHQKVEKKKKEKTVEKKGKTKKKEEKPNGKIPDHDPAPNVTVLLREPVRAPAVAVAPTPVQPPIIVAPVATVPAMPQEKLASSPKDKKKKEKKVAKVEPAVSSVVNSIQVLTSKAAILETAPKEVPMVVVPPVGAKGNTPATGTTQGKKAEGTQNQSKKAEGAPNQGRKAEGTPNQGKKTEGTPNQGKKAEGTPNQGKKAEGTPNQGKKAEGAQNQGKKVDTTPNQGKKVEGAPTQGRKAEGAQNQAK.... Result: 0 (no interaction).